This data is from NCI-60 drug combinations with 297,098 pairs across 59 cell lines. The task is: Regression. Given two drug SMILES strings and cell line genomic features, predict the synergy score measuring deviation from expected non-interaction effect. (1) Drug 1: C1CC(=O)NC(=O)C1N2CC3=C(C2=O)C=CC=C3N. Drug 2: COCCOC1=C(C=C2C(=C1)C(=NC=N2)NC3=CC=CC(=C3)C#C)OCCOC.Cl. Cell line: HS 578T. Synergy scores: CSS=-1.09, Synergy_ZIP=1.25, Synergy_Bliss=2.50, Synergy_Loewe=0.359, Synergy_HSA=0.707. (2) Drug 1: C1=CC(=CC=C1CCCC(=O)O)N(CCCl)CCCl. Drug 2: CC1=C(C(=CC=C1)Cl)NC(=O)C2=CN=C(S2)NC3=CC(=NC(=N3)C)N4CCN(CC4)CCO. Cell line: OVCAR-4. Synergy scores: CSS=11.6, Synergy_ZIP=-3.23, Synergy_Bliss=3.82, Synergy_Loewe=-11.4, Synergy_HSA=0.906. (3) Drug 1: CC1OCC2C(O1)C(C(C(O2)OC3C4COC(=O)C4C(C5=CC6=C(C=C35)OCO6)C7=CC(=C(C(=C7)OC)O)OC)O)O. Drug 2: CNC(=O)C1=NC=CC(=C1)OC2=CC=C(C=C2)NC(=O)NC3=CC(=C(C=C3)Cl)C(F)(F)F. Cell line: SW-620. Synergy scores: CSS=73.8, Synergy_ZIP=3.18, Synergy_Bliss=2.99, Synergy_Loewe=-0.235, Synergy_HSA=6.81. (4) Drug 1: C1C(C(OC1N2C=NC3=C2NC=NCC3O)CO)O. Drug 2: CCC1(C2=C(COC1=O)C(=O)N3CC4=CC5=C(C=CC(=C5CN(C)C)O)N=C4C3=C2)O.Cl. Cell line: SNB-19. Synergy scores: CSS=39.3, Synergy_ZIP=-2.21, Synergy_Bliss=-3.83, Synergy_Loewe=-20.5, Synergy_HSA=-1.58. (5) Drug 1: C1=CC(=CC=C1CC(C(=O)O)N)N(CCCl)CCCl.Cl. Drug 2: CC1C(C(CC(O1)OC2CC(CC3=C2C(=C4C(=C3O)C(=O)C5=C(C4=O)C(=CC=C5)OC)O)(C(=O)CO)O)N)O.Cl. Cell line: SK-MEL-5. Synergy scores: CSS=59.4, Synergy_ZIP=-1.59, Synergy_Bliss=0.174, Synergy_Loewe=-31.2, Synergy_HSA=-1.39. (6) Drug 1: C1CCC(CC1)NC(=O)N(CCCl)N=O. Drug 2: CC1=C(C=C(C=C1)C(=O)NC2=CC(=CC(=C2)C(F)(F)F)N3C=C(N=C3)C)NC4=NC=CC(=N4)C5=CN=CC=C5. Cell line: NCI-H522. Synergy scores: CSS=14.6, Synergy_ZIP=-4.57, Synergy_Bliss=3.06, Synergy_Loewe=0.0274, Synergy_HSA=0.243. (7) Drug 2: C1=NC2=C(N=C(N=C2N1C3C(C(C(O3)CO)O)F)Cl)N. Cell line: SNB-19. Drug 1: CCCCCOC(=O)NC1=NC(=O)N(C=C1F)C2C(C(C(O2)C)O)O. Synergy scores: CSS=24.9, Synergy_ZIP=-6.33, Synergy_Bliss=-2.73, Synergy_Loewe=-64.2, Synergy_HSA=-2.86. (8) Drug 1: CN(CC1=CN=C2C(=N1)C(=NC(=N2)N)N)C3=CC=C(C=C3)C(=O)NC(CCC(=O)O)C(=O)O. Drug 2: CC1C(C(CC(O1)OC2CC(CC3=C2C(=C4C(=C3O)C(=O)C5=CC=CC=C5C4=O)O)(C(=O)C)O)N)O. Cell line: SF-539. Synergy scores: CSS=41.5, Synergy_ZIP=-9.06, Synergy_Bliss=-13.7, Synergy_Loewe=-19.9, Synergy_HSA=-7.71. (9) Drug 1: CC1=C2C(C(=O)C3(C(CC4C(C3C(C(C2(C)C)(CC1OC(=O)C(C(C5=CC=CC=C5)NC(=O)OC(C)(C)C)O)O)OC(=O)C6=CC=CC=C6)(CO4)OC(=O)C)OC)C)OC. Drug 2: C1CCC(CC1)NC(=O)N(CCCl)N=O. Cell line: NCI/ADR-RES. Synergy scores: CSS=31.8, Synergy_ZIP=2.12, Synergy_Bliss=7.91, Synergy_Loewe=4.53, Synergy_HSA=7.45. (10) Drug 1: C1=CC=C(C=C1)NC(=O)CCCCCCC(=O)NO. Drug 2: C1C(C(OC1N2C=NC(=NC2=O)N)CO)O. Cell line: MALME-3M. Synergy scores: CSS=26.3, Synergy_ZIP=-6.33, Synergy_Bliss=-1.08, Synergy_Loewe=-3.75, Synergy_HSA=-0.201.